Task: Predict the reaction yield, written as a fraction of the theoretical maximum amount of product (1.0 means a 100% yield; for example, 0.34 means a 34% yield).. Dataset: Reaction yield outcomes from USPTO patents with 853,638 reactions (1) The reactants are [CH:1]1([CH:7]([NH:19][C:20]2[CH:28]=[CH:27][C:23]([C:24](O)=[O:25])=[CH:22][CH:21]=2)[C:8]2[O:9][C:10]3[CH:17]=[C:16]([F:18])[CH:15]=[CH:14][C:11]=3[C:12]=2[CH3:13])[CH2:6][CH2:5][CH2:4][CH2:3][CH2:2]1.Cl.[CH2:30]([O:32][C:33](=[O:37])[CH2:34][CH2:35][NH2:36])[CH3:31].O.ON1C2C=CC=CC=2N=N1.Cl.C(N=C=NCCCN(C)C)C.Cl. The catalyst is CN(C)C=O.C(N(CC)CC)C. The product is [CH:1]1([CH:7]([NH:19][C:20]2[CH:28]=[CH:27][C:23]([C:24]([NH:36][CH2:35][CH2:34][C:33]([O:32][CH2:30][CH3:31])=[O:37])=[O:25])=[CH:22][CH:21]=2)[C:8]2[O:9][C:10]3[CH:17]=[C:16]([F:18])[CH:15]=[CH:14][C:11]=3[C:12]=2[CH3:13])[CH2:6][CH2:5][CH2:4][CH2:3][CH2:2]1. The yield is 0.910. (2) The reactants are [N:1]1([CH2:7][C:8]2[CH:13]=[CH:12][C:11]([C:14]3[CH:19]=[CH:18][C:17]([CH2:20][CH2:21][C:22]([C:24]4[O:25][C:26]([C:29]5[N:34]=[C:33]([C:35]([O:37]C)=[O:36])[CH:32]=[CH:31][CH:30]=5)=[CH:27][N:28]=4)=[O:23])=[CH:16][CH:15]=3)=[CH:10][CH:9]=2)[CH2:6][CH2:5][CH2:4][CH2:3][CH2:2]1.[Li+].[OH-].Cl. The catalyst is C1COCC1.O.C(Cl)Cl. The product is [N:1]1([CH2:7][C:8]2[CH:9]=[CH:10][C:11]([C:14]3[CH:15]=[CH:16][C:17]([CH2:20][CH2:21][C:22]([C:24]4[O:25][C:26]([C:29]5[N:34]=[C:33]([C:35]([OH:37])=[O:36])[CH:32]=[CH:31][CH:30]=5)=[CH:27][N:28]=4)=[O:23])=[CH:18][CH:19]=3)=[CH:12][CH:13]=2)[CH2:2][CH2:3][CH2:4][CH2:5][CH2:6]1. The yield is 0.380. (3) The reactants are C(=O)([O-])[O-].[K+].[K+].[OH:7][C:8]1[CH:12]=[C:11]([CH3:13])[NH:10][N:9]=1.[Cl:14][C:15]1[CH:16]=[C:17]([C:23]([F:26])([F:25])[F:24])[CH:18]=[C:19]([Cl:22])[C:20]=1F.Cl. The catalyst is CN(C=O)C. The product is [Cl:14][C:15]1[CH:16]=[C:17]([C:23]([F:24])([F:25])[F:26])[CH:18]=[C:19]([Cl:22])[C:20]=1[O:7][C:8]1[CH:12]=[C:11]([CH3:13])[NH:10][N:9]=1. The yield is 0.540. (4) The reactants are [CH3:1][C:2]1[CH:7]=[CH:6][C:5](Cl)=[CH:4][CH:3]=1.[C:9]1(B(O)O)[CH:14]=[CH:13][CH:12]=[CH:11][CH:10]=1.N(P(Cl)Cl)(C1CCCCC1)C1CCCCC1. The yield is 0.630. The catalyst is O1CCOCC1.C1C=CC(/C=C/C(/C=C/C2C=CC=CC=2)=O)=CC=1.C1C=CC(/C=C/C(/C=C/C2C=CC=CC=2)=O)=CC=1.C1C=CC(/C=C/C(/C=C/C2C=CC=CC=2)=O)=CC=1.[Pd].[Pd]. The product is [C:9]1([C:5]2[CH:6]=[CH:7][C:2]([CH3:1])=[CH:3][CH:4]=2)[CH:14]=[CH:13][CH:12]=[CH:11][CH:10]=1. (5) The reactants are [C:1]([C:3]1[CH:12]=[CH:11][C:10]2[C:5](=[CH:6][CH:7]=[C:8]([N+:13]([O-])=O)[CH:9]=2)[N:4]=1)#[N:2]. The catalyst is CCOC(C)=O.CO.[H][H].[Pd]. The product is [C:1]([C:3]1[CH:12]=[CH:11][C:10]2[C:5](=[CH:6][CH:7]=[C:8]([NH2:13])[CH:9]=2)[N:4]=1)#[N:2]. The yield is 0.790. (6) The reactants are [Br:1][C:2]1[CH:3]=[N:4][CH:5]=[CH:6][C:7]=1[N:8]=[C:9]=[S:10].[C:11]([NH:14][NH2:15])(=[O:13])[CH3:12]. The catalyst is O1CCOCC1.CCOCC. The product is [C:11]([NH:14][NH:15][C:9](=[S:10])[NH:8][C:7]1[CH:6]=[CH:5][N:4]=[CH:3][C:2]=1[Br:1])(=[O:13])[CH3:12]. The yield is 0.910. (7) The reactants are [Si]([C:8]1[O:9][C:10]2[C:30]([O:31][C:32](=[O:34])[CH3:33])=[C:29]([O:35][CH3:36])[CH:28]=[CH:27][C:11]=2[C:12]=1[C:13](=[O:26])[C:14]1[CH:19]=[C:18]([O:20][CH3:21])[C:17]([O:22][CH3:23])=[C:16]([O:24][CH3:25])[CH:15]=1)(C(C)(C)C)(C)C.[Br:37]Br. The catalyst is ClCCCl. The product is [Br:37][C:8]1[O:9][C:10]2[C:30]([O:31][C:32](=[O:34])[CH3:33])=[C:29]([O:35][CH3:36])[CH:28]=[CH:27][C:11]=2[C:12]=1[C:13](=[O:26])[C:14]1[CH:19]=[C:18]([O:20][CH3:21])[C:17]([O:22][CH3:23])=[C:16]([O:24][CH3:25])[CH:15]=1. The yield is 0.810. (8) The product is [N:17]1([CH2:23][CH2:24][O:25][C:26]2[CH:27]=[C:28]3[C:32](=[CH:33][CH:34]=2)[NH:31][C:30]([CH:35]=[C:11]2[C:10]4[C:14](=[CH:15][C:7]([C:1]5[CH:2]=[CH:3][CH:4]=[CH:5][CH:6]=5)=[CH:8][CH:9]=4)[NH:13][C:12]2=[O:16])=[CH:29]3)[CH2:18][CH2:19][O:20][CH2:21][CH2:22]1. The catalyst is C(O)C. The yield is 0.710. The reactants are [C:1]1([C:7]2[CH:15]=[C:14]3[C:10]([CH2:11][C:12](=[O:16])[NH:13]3)=[CH:9][CH:8]=2)[CH:6]=[CH:5][CH:4]=[CH:3][CH:2]=1.[N:17]1([CH2:23][CH2:24][O:25][C:26]2[CH:27]=[C:28]3[C:32](=[CH:33][CH:34]=2)[NH:31][C:30]([CH:35]=O)=[CH:29]3)[CH2:22][CH2:21][O:20][CH2:19][CH2:18]1.N1CCCCC1. (9) The reactants are [C:1]1([C:7]2[CH:8]=[CH:9][C:10](=[O:13])[NH:11][N:12]=2)[CH:6]=[CH:5][CH:4]=[CH:3][CH:2]=1.[Cl-].[NH4+:15]. The catalyst is C1(C)C=CC=CC=1. The product is [C:1]1([C:7]2[CH2:8][CH:9]([C:1]3[CH:6]=[CH:5][N:15]=[CH:3][CH:2]=3)[C:10](=[O:13])[NH:11][N:12]=2)[CH:2]=[CH:3][CH:4]=[CH:5][CH:6]=1. The yield is 0.500.